Dataset: Peptide-MHC class II binding affinity with 134,281 pairs from IEDB. Task: Regression. Given a peptide amino acid sequence and an MHC pseudo amino acid sequence, predict their binding affinity value. This is MHC class II binding data. (1) The MHC is DRB1_0301 with pseudo-sequence DRB1_0301. The binding affinity (normalized) is 0.622. The peptide sequence is GSTYYADSVKGRFTI. (2) The peptide sequence is NSCAKNYNCKILPNT. The MHC is HLA-DQA10201-DQB10202 with pseudo-sequence HLA-DQA10201-DQB10202. The binding affinity (normalized) is 0. (3) The peptide sequence is AAFKIAATAANSAPA. The MHC is HLA-DPA10201-DPB10101 with pseudo-sequence HLA-DPA10201-DPB10101. The binding affinity (normalized) is 0.398.